From a dataset of Reaction yield outcomes from USPTO patents with 853,638 reactions. Predict the reaction yield, written as a fraction of the theoretical maximum amount of product (1.0 means a 100% yield; for example, 0.34 means a 34% yield). The reactants are [N+:1]([C:4]1[CH:5]=[C:6]([CH:8]=[CH:9][CH:10]=1)[NH2:7])([O-:3])=[O:2].[N+:11]([C:14]1[CH:15]=[C:16]([N:20]=[C:21]=[O:22])[CH:17]=[CH:18][CH:19]=1)([O-:13])=[O:12]. The catalyst is C(Cl)Cl. The product is [N+:1]([C:4]1[CH:5]=[C:6]([NH:7][C:21]([NH:20][C:16]2[CH:17]=[CH:18][CH:19]=[C:14]([N+:11]([O-:13])=[O:12])[CH:15]=2)=[O:22])[CH:8]=[CH:9][CH:10]=1)([O-:3])=[O:2]. The yield is 0.830.